Dataset: Forward reaction prediction with 1.9M reactions from USPTO patents (1976-2016). Task: Predict the product of the given reaction. (1) Given the reactants [OH:1][C:2]1[CH:7]=[CH:6][C:5]([C:8]2[NH:12][N:11]=[C:10]([C:13]([OH:15])=O)[CH:9]=2)=[CH:4][CH:3]=1.CCN(C(C)C)C(C)C.C1C=CC2N(O)N=NC=2C=1.CCN=C=NCCCN(C)C.Cl.Cl.Cl.[NH2:49][CH2:50][C:51]([N:53]1[CH2:58][CH2:57][CH:56]([NH:59][C:60]2[CH:65]=[CH:64][CH:63]=[CH:62][C:61]=2[Cl:66])[CH2:55][CH2:54]1)=[O:52], predict the reaction product. The product is: [Cl:66][C:61]1[CH:62]=[CH:63][CH:64]=[CH:65][C:60]=1[NH:59][CH:56]1[CH2:55][CH2:54][N:53]([C:51](=[O:52])[CH2:50][NH:49][C:13]([C:10]2[CH:9]=[C:8]([C:5]3[CH:4]=[CH:3][C:2]([OH:1])=[CH:7][CH:6]=3)[NH:12][N:11]=2)=[O:15])[CH2:58][CH2:57]1. (2) Given the reactants [Br:1][C:2]1[CH:7]=[C:6]([NH2:8])[C:5]([NH2:9])=[C:4]([CH3:10])[CH:3]=1.[CH:11]([CH:13]=O)=O.O, predict the reaction product. The product is: [Br:1][C:2]1[CH:7]=[C:6]2[C:5]([N:9]=[CH:11][CH:13]=[N:8]2)=[C:4]([CH3:10])[CH:3]=1. (3) The product is: [Cl:1][C:2]1[C:3]([CH3:13])=[C:4]([Cl:12])[C:5]2[O:9][C:8]([N:18]3[CH2:19][CH2:20][N:15]([CH3:14])[CH2:16][CH2:17]3)=[N:7][C:6]=2[CH:11]=1. Given the reactants [Cl:1][C:2]1[C:3]([CH3:13])=[C:4]([Cl:12])[C:5]2[O:9][C:8](S)=[N:7][C:6]=2[CH:11]=1.[CH3:14][N:15]1[CH2:20][CH2:19][NH:18][CH2:17][CH2:16]1, predict the reaction product.